Predict which catalyst facilitates the given reaction. From a dataset of Catalyst prediction with 721,799 reactions and 888 catalyst types from USPTO. (1) Reactant: [CH:1](=[O:6])[CH2:2][CH:3]([CH3:5])[CH3:4].[N+:7](/[CH:10]=[CH:11]/[C:12]1[CH:17]=[CH:16][CH:15]=[CH:14][CH:13]=1)([O-:9])=[O:8].CC(O)C.CCCCCC. Product: [CH:3]([C@@H:2]([C@H:11]([C:12]1[CH:17]=[CH:16][CH:15]=[CH:14][CH:13]=1)[CH2:10][N+:7]([O-:9])=[O:8])[CH:1]=[O:6])([CH3:5])[CH3:4]. The catalyst class is: 22. (2) Reactant: [C:1]([O:5][C:6](=[O:29])[NH:7][CH2:8][CH2:9][O:10][C:11]1[CH:16]=[CH:15][C:14]([C:17]2[CH:18]=[CH:19][C:20]3[N:21]([CH:23]=[C:24]([CH3:26])[N:25]=3)[N:22]=2)=[CH:13][C:12]=1[O:27][CH3:28])([CH3:4])([CH3:3])[CH3:2].C1C(=O)N([Br:37])C(=O)C1.CCOC(C)=O. Product: [C:1]([O:5][C:6](=[O:29])[NH:7][CH2:8][CH2:9][O:10][C:11]1[CH:16]=[CH:15][C:14]([C:17]2[CH:18]=[CH:19][C:20]3[N:21]([C:23]([Br:37])=[C:24]([CH3:26])[N:25]=3)[N:22]=2)=[CH:13][C:12]=1[O:27][CH3:28])([CH3:4])([CH3:3])[CH3:2]. The catalyst class is: 3. (3) Reactant: [F:1][C:2]1[CH:7]=[CH:6][C:5]([C:8]2[CH2:26][C:13]3([CH3:27])[CH2:14][N:15]([CH3:25])[CH2:16][C:17]4[C:18]5[CH:19]=[C:20]([CH3:24])[CH:21]=[CH:22][C:23]=5[N:11]([C:12]=43)[CH2:10][CH:9]=2)=[CH:4][CH:3]=1. Product: [F:1][C:2]1[CH:7]=[CH:6][C:5]([CH:8]2[CH2:26][C:13]3([CH3:27])[CH2:14][N:15]([CH3:25])[CH2:16][C:17]4[C:18]5[CH:19]=[C:20]([CH3:24])[CH:21]=[CH:22][C:23]=5[N:11]([C:12]=43)[CH2:10][CH2:9]2)=[CH:4][CH:3]=1. The catalyst class is: 5. (4) Reactant: [NH2:1][C:2]1[CH:10]=[C:9]([F:11])[CH:8]=[C:7]([F:12])[C:3]=1[C:4]([NH2:6])=[O:5].[CH3:13][C:14]1[CH:19]=[C:18]([CH:20]=O)[CH:17]=[CH:16][N:15]=1.OS([O-])=O.[Na+].CC1C=CC(S(O)(=O)=O)=CC=1. Product: [F:12][C:7]1[CH:8]=[C:9]([F:11])[CH:10]=[C:2]2[C:3]=1[C:4](=[O:5])[NH:6][C:20]([C:18]1[CH:17]=[CH:16][N:15]=[C:14]([CH3:13])[CH:19]=1)=[N:1]2. The catalyst class is: 80. (5) Reactant: [OH:1][C:2]1[CH:7]=[CH:6][C:5]([C:8]2[CH:17]=[C:16]3[C:11]([CH:12]=[C:13]([C:18]([O:20][CH3:21])=[O:19])[N:14]=[CH:15]3)=[CH:10][CH:9]=2)=[CH:4][CH:3]=1.C1(P(C2C=CC=CC=2)C2C=CC=CC=2)C=CC=CC=1.[CH:41]1([C:45]2[O:49][N:48]=[C:47]([CH2:50][O:51][C:52]3[C:57]([CH3:58])=[CH:56][CH:55]=[CH:54][C:53]=3[CH3:59])[C:46]=2[CH2:60]O)[CH2:44][CH2:43][CH2:42]1.N(C(OC(C)C)=O)=NC(OC(C)C)=O. Product: [CH:41]1([C:45]2[O:49][N:48]=[C:47]([CH2:50][O:51][C:52]3[C:53]([CH3:59])=[CH:54][CH:55]=[CH:56][C:57]=3[CH3:58])[C:46]=2[CH2:60][O:1][C:2]2[CH:3]=[CH:4][C:5]([C:8]3[CH:17]=[C:16]4[C:11]([CH:12]=[C:13]([C:18]([O:20][CH3:21])=[O:19])[N:14]=[CH:15]4)=[CH:10][CH:9]=3)=[CH:6][CH:7]=2)[CH2:42][CH2:43][CH2:44]1. The catalyst class is: 4. (6) Reactant: [OH:1][CH2:2][CH2:3][N:4]([CH3:14])[C:5](=[O:13])[CH2:6][CH2:7][C:8]([O:10][CH2:11][CH3:12])=[O:9].CC(OI1(OC(C)=O)(OC(C)=O)OC(=O)C2C=CC=CC1=2)=O.C(=O)([O-])O.[Na+].S([O-])([O-])(=O)=S.[Na+].[Na+]. Product: [CH3:14][N:4]([CH2:3][CH:2]=[O:1])[C:5](=[O:13])[CH2:6][CH2:7][C:8]([O:10][CH2:11][CH3:12])=[O:9]. The catalyst class is: 2. (7) Reactant: [C:1]([O:4][C:5]1[C:12]([O:13][CH3:14])=[CH:11][C:8]([CH:9]=[O:10])=[CH:7][C:6]=1[O:15][CH3:16])(=[O:3])[CH3:2].[Br:17]Br.C(OCC)(=O)C. Product: [C:1]([O:4][C:5]1[C:12]([O:13][CH3:14])=[CH:11][C:8]([CH:9]=[O:10])=[C:7]([Br:17])[C:6]=1[O:15][CH3:16])(=[O:3])[CH3:2]. The catalyst class is: 86.